From a dataset of Forward reaction prediction with 1.9M reactions from USPTO patents (1976-2016). Predict the product of the given reaction. Given the reactants [Cl:1][C:2]1[CH:9]=[C:8]([O:10][CH3:11])[C:7]([O:12][CH2:13][CH2:14][CH2:15][O:16][CH3:17])=[CH:6][C:3]=1[CH:4]=[O:5].C([OH:22])(C)(C)C.C(Cl)Cl.CC(=CC)C.[O-]Cl=O.[Na+], predict the reaction product. The product is: [Cl:1][C:2]1[CH:9]=[C:8]([O:10][CH3:11])[C:7]([O:12][CH2:13][CH2:14][CH2:15][O:16][CH3:17])=[CH:6][C:3]=1[C:4]([OH:22])=[O:5].